Dataset: Forward reaction prediction with 1.9M reactions from USPTO patents (1976-2016). Task: Predict the product of the given reaction. (1) Given the reactants [C:1]([NH:5][CH2:6][CH:7]([OH:43])[CH2:8][O:9][C:10]1[CH:11]=[C:12]2[C:17](=[CH:18][CH:19]=1)[O:16][C:15]([C:20]1[CH:25]=[CH:24][C:23]([O:26]CC3C=CC=CC=3)=[C:22]([O:34]CC3C=CC=CC=3)[CH:21]=1)=[CH:14][C:13]2=[O:42])([CH3:4])([CH3:3])[CH3:2], predict the reaction product. The product is: [C:1]([NH:5][CH2:6][CH:7]([OH:43])[CH2:8][O:9][C:10]1[CH:11]=[C:12]2[C:17](=[CH:18][CH:19]=1)[O:16][C:15]([C:20]1[CH:25]=[CH:24][C:23]([OH:26])=[C:22]([OH:34])[CH:21]=1)=[CH:14][C:13]2=[O:42])([CH3:4])([CH3:2])[CH3:3]. (2) Given the reactants [H-].[Na+].[CH3:3][N:4]1[CH2:17][CH2:16][C:15]2[C:14]3[CH:13]=[C:12]([CH3:18])[CH:11]=[CH:10][C:9]=3[NH:8][C:7]=2[CH2:6][CH2:5]1.[F:19][C:20]1[CH:25]=[CH:24][C:23]([C:26]2([CH3:29])[CH2:28][O:27]2)=[CH:22][CH:21]=1.C(O)(=O)C(O)=O, predict the reaction product. The product is: [F:19][C:20]1[CH:21]=[CH:22][C:23]([C:26]([OH:27])([CH3:28])[CH2:29][N:8]2[C:9]3[CH:10]=[CH:11][C:12]([CH3:18])=[CH:13][C:14]=3[C:15]3[CH2:16][CH2:17][N:4]([CH3:3])[CH2:5][CH2:6][C:7]2=3)=[CH:24][CH:25]=1.